The task is: Regression. Given two drug SMILES strings and cell line genomic features, predict the synergy score measuring deviation from expected non-interaction effect.. This data is from NCI-60 drug combinations with 297,098 pairs across 59 cell lines. (1) Drug 1: C1=CC=C(C=C1)NC(=O)CCCCCCC(=O)NO. Drug 2: C1=CN(C=N1)CC(O)(P(=O)(O)O)P(=O)(O)O. Cell line: KM12. Synergy scores: CSS=24.2, Synergy_ZIP=-5.62, Synergy_Bliss=-0.0115, Synergy_Loewe=-9.17, Synergy_HSA=-1.07. (2) Drug 1: CN(CC1=CN=C2C(=N1)C(=NC(=N2)N)N)C3=CC=C(C=C3)C(=O)NC(CCC(=O)O)C(=O)O. Drug 2: CN(CCCl)CCCl.Cl. Cell line: NCI/ADR-RES. Synergy scores: CSS=2.12, Synergy_ZIP=-7.61, Synergy_Bliss=-11.4, Synergy_Loewe=-9.40, Synergy_HSA=-8.13.